From a dataset of Catalyst prediction with 721,799 reactions and 888 catalyst types from USPTO. Predict which catalyst facilitates the given reaction. (1) Reactant: [CH:1]1([C:4]2[CH:9]=[CH:8][C:7]([NH:10][C:11]3[C:19]4[S:18][N:17]=[CH:16][C:15]=4[CH:14]=[CH:13][C:12]=3[C:20]([OH:22])=O)=[C:6]([F:23])[CH:5]=2)[CH2:3][CH2:2]1.C(N(C(C)C)CC)(C)C.CC1(C)[O:38][C@@H:37]([CH2:39][O:40][NH2:41])[CH2:36][O:35]1.CCN=C=NCCCN(C)C.C1C=CC2N(O)N=NC=2C=1. Product: [OH:38][C@H:37]([CH2:36][OH:35])[CH2:39][O:40][NH:41][C:20]([C:12]1[CH:13]=[CH:14][C:15]2[CH:16]=[N:17][S:18][C:19]=2[C:11]=1[NH:10][C:7]1[CH:8]=[CH:9][C:4]([CH:1]2[CH2:3][CH2:2]2)=[CH:5][C:6]=1[F:23])=[O:22]. The catalyst class is: 39. (2) Reactant: [OH:1][C:2]1[CH:3]=[C:4]([CH:8]=[CH:9][CH:10]=1)[C:5](O)=O.[CH3:11][N:12]1[CH:16]=[CH:15][N:14]=[C:13]1[C:17](Cl)=O.C(=O)([O-])[O-].[K+].[K+].[Br:26][C:27]1[CH:28]=[C:29]([NH2:34])[C:30]([NH2:33])=[N:31][CH:32]=1. Product: [Br:26][C:27]1[CH:28]=[C:29]2[NH:34][C:5]([C:4]3[CH:8]=[CH:9][CH:10]=[C:2]([O:1][CH2:17][C:13]4[N:12]([CH3:11])[CH:16]=[CH:15][N:14]=4)[CH:3]=3)=[N:33][C:30]2=[N:31][CH:32]=1. The catalyst class is: 869. (3) Reactant: N(CCO)CCO.CCOCC.[C:13]([CH2:17][C:18]([OH:20])=[O:19])(=[O:16])[CH2:14][CH3:15].[N+]([O-])([O-])=O.[Ag+:25]. Product: [C:13]([CH2:17][C:18]([O-:20])=[O:19])(=[O:16])[CH2:14][CH3:15].[Ag+:25]. The catalyst class is: 6. (4) Reactant: [OH:1][C:2]1[CH:7]=[CH:6][C:5]([C:8](=[O:10])[CH3:9])=[CH:4][C:3]=1[N+:11]([O-:13])=[O:12].[I-].[Na+].C(=O)([O-])[O-].[K+].[K+].[CH2:22](Br)[C:23]1[CH:28]=[CH:27][CH:26]=[CH:25][CH:24]=1. Product: [CH2:22]([O:1][C:2]1[CH:7]=[CH:6][C:5]([C:8](=[O:10])[CH3:9])=[CH:4][C:3]=1[N+:11]([O-:13])=[O:12])[C:23]1[CH:28]=[CH:27][CH:26]=[CH:25][CH:24]=1. The catalyst class is: 21. (5) Reactant: Br[CH2:2][C:3]1[CH:4]=[C:5]2[C:10](=[N:11][C:12]=1[O:13][CH3:14])[N:9]([C@@H:15]([CH:25]([CH3:27])[CH3:26])[CH2:16][O:17][Si:18]([C:21]([CH3:24])([CH3:23])[CH3:22])([CH3:20])[CH3:19])[CH:8]=[C:7]([C:28]([O:30][CH2:31][CH3:32])=[O:29])[C:6]2=[O:33].[F:34][C:35]1[CH:40]=[C:39]([F:41])[CH:38]=[C:37]([F:42])[C:36]=1[OH:43].[H-].[Na+].Cl. Product: [Si:18]([O:17][CH2:16][C@@H:15]([N:9]1[C:10]2[C:5](=[CH:4][C:3]([CH2:2][O:43][C:36]3[C:35]([F:34])=[CH:40][C:39]([F:41])=[CH:38][C:37]=3[F:42])=[C:12]([O:13][CH3:14])[N:11]=2)[C:6](=[O:33])[C:7]([C:28]([O:30][CH2:31][CH3:32])=[O:29])=[CH:8]1)[CH:25]([CH3:26])[CH3:27])([C:21]([CH3:23])([CH3:22])[CH3:24])([CH3:19])[CH3:20]. The catalyst class is: 18.